Dataset: Forward reaction prediction with 1.9M reactions from USPTO patents (1976-2016). Task: Predict the product of the given reaction. (1) Given the reactants [F:1][C:2]1[CH:18]=[CH:17][C:5]([CH2:6][N:7]2[C:15]3[C:10](=[N:11][CH:12]=[CH:13][CH:14]=3)[C:9](I)=[CH:8]2)=[CH:4][CH:3]=1.CC1(C)C2C(=C(P(C3C=CC=CC=3)C3C=CC=CC=3)C=CC=2)[O:40][C:22]2C(P(C3C=CC=CC=3)C3C=CC=CC=3)=CC=CC1=2.[NH2:61][C@@H:62]1[CH2:67][CH2:66][CH2:65][CH2:64][C@H:63]1[CH2:68][OH:69], predict the reaction product. The product is: [F:1][C:2]1[CH:18]=[CH:17][C:5]([CH2:6][N:7]2[C:15]3[C:10](=[N:11][CH:12]=[CH:13][CH:14]=3)[C:9]([C:22]([NH:61][C@@H:62]3[CH2:67][CH2:66][CH2:65][CH2:64][C@H:63]3[CH2:68][OH:69])=[O:40])=[CH:8]2)=[CH:4][CH:3]=1. (2) Given the reactants C1(N2C(C(F)(F)F)=C(C3[O:20]N=C4C5C(CCC=34)=CC(C=O)=CC=5)C=N2)C=CC=CC=1.[F:31][C:32]1[CH:33]=[CH:34][C:35]([N:38]2[C:42]([C:43]([F:46])([F:45])[F:44])=[C:41]([C:47]3[O:51][N:50]=[C:49]4[C:52]5[C:57]([CH2:58][CH2:59][C:48]=34)=[CH:56][C:55]([CH:60]=C)=[CH:54][CH:53]=5)[CH:40]=[N:39]2)=[N:36][CH:37]=1, predict the reaction product. The product is: [F:31][C:32]1[CH:33]=[CH:34][C:35]([N:38]2[C:42]([C:43]([F:46])([F:45])[F:44])=[C:41]([C:47]3[O:51][N:50]=[C:49]4[C:52]5[C:57]([CH2:58][CH2:59][C:48]=34)=[CH:56][C:55]([CH:60]=[O:20])=[CH:54][CH:53]=5)[CH:40]=[N:39]2)=[N:36][CH:37]=1. (3) Given the reactants [Br:1][C:2]1[CH:15]=[CH:14][C:13]2[O:12][C:11]3[C:6](=[CH:7][C:8]([O:16]C)=[CH:9][CH:10]=3)[C@@:5]3([N:22]=[C:21]([NH2:23])[CH2:20][O:19][CH2:18]3)[C:4]=2[CH:3]=1.B(Br)(Br)Br, predict the reaction product. The product is: [NH2:23][C:21]1[CH2:20][O:19][CH2:18][C@@:5]2([C:4]3[CH:3]=[C:2]([Br:1])[CH:15]=[CH:14][C:13]=3[O:12][C:11]3[C:6]2=[CH:7][C:8]([OH:16])=[CH:9][CH:10]=3)[N:22]=1. (4) The product is: [CH:1]1([C:7]2[C:8]3[CH:9]=[CH:10][C:11]([C:25]([O:27][CH3:28])=[O:26])=[CH:12][C:13]=3[N:14]3[CH2:40][C@H:38]([OH:39])[C@H:37]([OH:33])[C:17]4[CH:21]=[CH:22][CH:23]=[CH:24][C:16]=4[C:15]=23)[CH2:6][CH2:5][CH2:4][CH2:3][CH2:2]1. Given the reactants [CH:1]1([C:7]2[C:8]3[CH:9]=[CH:10][C:11]([C:25]([O:27][CH3:28])=[O:26])=[CH:12][C:13]=3[N:14]3CC=C[C:17]4[CH:21]=[CH:22][CH:23]=[CH:24][C:16]=4[C:15]=23)[CH2:6][CH2:5][CH2:4][CH2:3][CH2:2]1.C[N+]1([O-])CC[O:33]CC1.[CH3:37][C:38]([CH3:40])=[O:39].O, predict the reaction product. (5) The product is: [C:24]([CH:28]1[CH2:29][CH2:30][CH:31]([C:34]([N:1]2[CH2:6][CH2:5][C:4]([C:7]3[CH:12]=[CH:11][C:10]([N:13]4[CH2:17][C@H:16]([CH2:18][NH:19][C:20](=[O:22])[CH3:21])[O:15][C:14]4=[O:23])=[CH:9][CH:8]=3)=[CH:3][CH2:2]2)=[O:35])[CH2:32][CH2:33]1)([CH3:27])([CH3:25])[CH3:26]. Given the reactants [NH:1]1[CH2:6][CH2:5][C:4]([C:7]2[CH:12]=[CH:11][C:10]([N:13]3[CH2:17][C@H:16]([CH2:18][NH:19][C:20](=[O:22])[CH3:21])[O:15][C:14]3=[O:23])=[CH:9][CH:8]=2)=[CH:3][CH2:2]1.[C:24]([CH:28]1[CH2:33][CH2:32][CH:31]([C:34](O)=[O:35])[CH2:30][CH2:29]1)([CH3:27])([CH3:26])[CH3:25], predict the reaction product. (6) Given the reactants Cl.[CH:2]1([C:5]2[CH:10]=[C:9]([NH:11][C:12]3[CH:17]=[C:16]([C:18]#[N:19])[CH:15]=[CH:14][N:13]=3)[N:8]=[C:7]([C:20]3[CH:21]=[N:22][C:23]([N:26]4[CH2:31][CH2:30][NH:29][CH2:28][CH2:27]4)=[CH:24][CH:25]=3)[CH:6]=2)[CH2:4][CH2:3]1.C(N(CC)CC)C.Br[CH2:40][C:41]([O:43][C:44]([CH3:47])([CH3:46])[CH3:45])=[O:42].C(Cl)(Cl)Cl, predict the reaction product. The product is: [C:18]([C:16]1[CH:15]=[CH:14][N:13]=[C:12]([NH:11][C:9]2[N:8]=[C:7]([C:20]3[CH:21]=[N:22][C:23]([N:26]4[CH2:31][CH2:30][N:29]([CH2:40][C:41]([O:43][C:44]([CH3:47])([CH3:46])[CH3:45])=[O:42])[CH2:28][CH2:27]4)=[CH:24][CH:25]=3)[CH:6]=[C:5]([CH:2]3[CH2:3][CH2:4]3)[CH:10]=2)[CH:17]=1)#[N:19].